From a dataset of Peptide-MHC class II binding affinity with 134,281 pairs from IEDB. Regression. Given a peptide amino acid sequence and an MHC pseudo amino acid sequence, predict their binding affinity value. This is MHC class II binding data. (1) The peptide sequence is GAGAAPLSWSKEIYN. The MHC is HLA-DQA10401-DQB10402 with pseudo-sequence HLA-DQA10401-DQB10402. The binding affinity (normalized) is 0.283. (2) The peptide sequence is LHLYSHPIILGFRKI. The MHC is DRB1_1201 with pseudo-sequence DRB1_1201. The binding affinity (normalized) is 0.154. (3) The peptide sequence is FRKEIGRMLNILNGR. The MHC is DRB1_0401 with pseudo-sequence DRB1_0401. The binding affinity (normalized) is 0.807. (4) The peptide sequence is SGARSNVTFTVNQTS. The MHC is DRB3_0301 with pseudo-sequence DRB3_0301. The binding affinity (normalized) is 0.756. (5) The peptide sequence is KILTYPWDRIEEVTR. The MHC is DRB1_0901 with pseudo-sequence DRB1_0901. The binding affinity (normalized) is 0.377. (6) The MHC is HLA-DQA10301-DQB10302 with pseudo-sequence YNYHERRFATVLHIVYFGLTYYAVRTETVHLETT. The peptide sequence is TKKYFAATQFEPLAA. The binding affinity (normalized) is 0.359. (7) The peptide sequence is KDLFNTKSDSIYQ. The MHC is DRB4_0101 with pseudo-sequence DRB4_0103. The binding affinity (normalized) is 0.0181. (8) The binding affinity (normalized) is 0.658. The MHC is DRB5_0101 with pseudo-sequence DRB5_0101. The peptide sequence is YVDRFYKTLRAEQASQEV. (9) The peptide sequence is PVGDIYKRWIILGLNKIV. The MHC is HLA-DQA10301-DQB10302 with pseudo-sequence HLA-DQA10301-DQB10302. The binding affinity (normalized) is 0.0773.